This data is from Full USPTO retrosynthesis dataset with 1.9M reactions from patents (1976-2016). The task is: Predict the reactants needed to synthesize the given product. Given the product [C:1]([O:5][C:6]([N:8]1[CH2:9][C@H:10]([C:38](=[O:40])[NH:45][CH2:44][CH2:43][CH:42]([CH3:46])[CH3:41])[CH2:11][C@H:12]([C:14](=[O:37])[NH:15][CH2:16][C:17]2([CH2:31][CH2:32][CH2:33][CH2:34][O:35][CH3:36])[C:30]3[CH:29]=[CH:28][CH:27]=[CH:26][C:25]=3[O:24][C:23]3[C:18]2=[CH:19][CH:20]=[CH:21][CH:22]=3)[CH2:13]1)=[O:7])([CH3:3])([CH3:4])[CH3:2], predict the reactants needed to synthesize it. The reactants are: [C:1]([O:5][C:6]([N:8]1[CH2:13][C@@H:12]([C:14](=[O:37])[NH:15][CH2:16][C:17]2([CH2:31][CH2:32][CH2:33][CH2:34][O:35][CH3:36])[C:30]3[CH:29]=[CH:28][CH:27]=[CH:26][C:25]=3[O:24][C:23]3[C:18]2=[CH:19][CH:20]=[CH:21][CH:22]=3)[CH2:11][C@@H:10]([C:38]([OH:40])=O)[CH2:9]1)=[O:7])([CH3:4])([CH3:3])[CH3:2].[CH3:41][CH:42]([CH3:46])[CH2:43][CH2:44][NH2:45].